Dataset: Forward reaction prediction with 1.9M reactions from USPTO patents (1976-2016). Task: Predict the product of the given reaction. Given the reactants C(=O)(O)[O-].[Na+].[NH2:6][C:7]1[CH:8]=[C:9]([CH:13]=[CH:14][C:15]=1[O:16][CH:17]([CH3:19])[CH3:18])[C:10]([NH2:12])=[O:11].[C:20](Cl)(Cl)=[S:21], predict the reaction product. The product is: [CH:17]([O:16][C:15]1[CH:14]=[CH:13][C:9]([C:10]([NH2:12])=[O:11])=[CH:8][C:7]=1[N:6]=[C:20]=[S:21])([CH3:19])[CH3:18].